Task: Predict the reactants needed to synthesize the given product.. Dataset: Full USPTO retrosynthesis dataset with 1.9M reactions from patents (1976-2016) Given the product [Cl:17][C:13]1[CH:14]=[C:15]([Cl:16])[C:10]2[O:9][C@H:8]([CH:18]([CH3:20])[CH3:19])[C:7](=[O:21])[N:6]([CH2:5][CH2:4][C:3]([OH:22])=[O:2])[C:11]=2[CH:12]=1, predict the reactants needed to synthesize it. The reactants are: C[O:2][C:3](=[O:22])[CH2:4][CH2:5][N:6]1[C:11]2[CH:12]=[C:13]([Cl:17])[CH:14]=[C:15]([Cl:16])[C:10]=2[O:9][C@H:8]([CH:18]([CH3:20])[CH3:19])[C:7]1=[O:21].[OH-].[Na+].